From a dataset of Peptide-MHC class II binding affinity with 134,281 pairs from IEDB. Regression. Given a peptide amino acid sequence and an MHC pseudo amino acid sequence, predict their binding affinity value. This is MHC class II binding data. (1) The peptide sequence is KGSNPNYLALLVKFV. The binding affinity (normalized) is 0.758. The MHC is DRB1_1001 with pseudo-sequence DRB1_1001. (2) The peptide sequence is FKTFEAAFTSSSKAA. The MHC is DRB1_0101 with pseudo-sequence DRB1_0101. The binding affinity (normalized) is 0.775. (3) The peptide sequence is ANPGLIIGALAG. The MHC is DRB1_0301 with pseudo-sequence DRB1_0301. The binding affinity (normalized) is 0. (4) The MHC is HLA-DQA10501-DQB10402 with pseudo-sequence HLA-DQA10501-DQB10402. The peptide sequence is ILGAAVNGKKSAHGS. The binding affinity (normalized) is 0.434. (5) The peptide sequence is TRKIMKVVNRWLFRH. The MHC is DRB1_0701 with pseudo-sequence DRB1_0701. The binding affinity (normalized) is 0.820. (6) The peptide sequence is EKKYFAETQFEPLAA. The MHC is HLA-DQA10101-DQB10501 with pseudo-sequence HLA-DQA10101-DQB10501. The binding affinity (normalized) is 0.568. (7) The peptide sequence is HSLLDEGKQSLTKLA. The MHC is DRB1_1302 with pseudo-sequence DRB1_1302. The binding affinity (normalized) is 0.251.